This data is from Catalyst prediction with 721,799 reactions and 888 catalyst types from USPTO. The task is: Predict which catalyst facilitates the given reaction. (1) Reactant: Cl[C:2]1[CH:7]=[CH:6][N:5]=[CH:4][C:3]=1[N+:8]([O-:10])=[O:9].F[C:12]1[CH:19]=[CH:18][C:15]([CH2:16]O)=[CH:14][CH:13]=1.C(=O)([O-])[O-].[K+].[K+].[OH-].[K+].COCCOC[CH2:34][N:35](CCOCCOC)[CH2:36]COCCOC. Product: [N+:8]([C:3]1[CH:4]=[N:5][CH:6]=[CH:7][C:2]=1[N:35]1[CH2:36][CH2:16][C:15]2[C:14](=[CH:13][CH:12]=[CH:19][CH:18]=2)[CH2:34]1)([O-:10])=[O:9]. The catalyst class is: 11. (2) Reactant: [H-].[Na+].[CH3:3][O:4][CH2:5][CH2:6][OH:7].Cl[C:9]1[N:10]=[CH:11][C:12]([C:15]([O:17][CH3:18])=[O:16])=[N:13][CH:14]=1.[C:19]([OH:22])(=O)C.[CH3:23]N(C=O)C. Product: [CH3:3][O:4][CH2:5][CH2:6][O:7][C:9]1[N:10]=[CH:11][C:12]([C:15]([O:17][CH2:18][CH2:23][O:22][CH3:19])=[O:16])=[N:13][CH:14]=1. The catalyst class is: 6.